Dataset: NCI-60 drug combinations with 297,098 pairs across 59 cell lines. Task: Regression. Given two drug SMILES strings and cell line genomic features, predict the synergy score measuring deviation from expected non-interaction effect. (1) Drug 1: CC12CCC3C(C1CCC2=O)CC(=C)C4=CC(=O)C=CC34C. Drug 2: CCCCCOC(=O)NC1=NC(=O)N(C=C1F)C2C(C(C(O2)C)O)O. Cell line: K-562. Synergy scores: CSS=26.4, Synergy_ZIP=0.101, Synergy_Bliss=3.13, Synergy_Loewe=-16.9, Synergy_HSA=1.47. (2) Drug 1: CCC(=C(C1=CC=CC=C1)C2=CC=C(C=C2)OCCN(C)C)C3=CC=CC=C3.C(C(=O)O)C(CC(=O)O)(C(=O)O)O. Drug 2: CC1CCC2CC(C(=CC=CC=CC(CC(C(=O)C(C(C(=CC(C(=O)CC(OC(=O)C3CCCCN3C(=O)C(=O)C1(O2)O)C(C)CC4CCC(C(C4)OC)OCCO)C)C)O)OC)C)C)C)OC. Cell line: CAKI-1. Synergy scores: CSS=19.0, Synergy_ZIP=5.61, Synergy_Bliss=8.33, Synergy_Loewe=3.15, Synergy_HSA=5.72. (3) Drug 1: CC1=C2C(C(=O)C3(C(CC4C(C3C(C(C2(C)C)(CC1OC(=O)C(C(C5=CC=CC=C5)NC(=O)C6=CC=CC=C6)O)O)OC(=O)C7=CC=CC=C7)(CO4)OC(=O)C)O)C)OC(=O)C. Drug 2: CC1=C(C(=CC=C1)Cl)NC(=O)C2=CN=C(S2)NC3=CC(=NC(=N3)C)N4CCN(CC4)CCO. Cell line: A498. Synergy scores: CSS=5.62, Synergy_ZIP=0.303, Synergy_Bliss=2.37, Synergy_Loewe=3.22, Synergy_HSA=3.37. (4) Drug 1: CS(=O)(=O)C1=CC(=C(C=C1)C(=O)NC2=CC(=C(C=C2)Cl)C3=CC=CC=N3)Cl. Drug 2: CN(C)N=NC1=C(NC=N1)C(=O)N. Cell line: U251. Synergy scores: CSS=11.4, Synergy_ZIP=-3.76, Synergy_Bliss=1.15, Synergy_Loewe=0.277, Synergy_HSA=2.36. (5) Drug 1: C1CC(C1)(C2=CC=C(C=C2)C3=C(C=C4C(=N3)C=CN5C4=NNC5=O)C6=CC=CC=C6)N. Drug 2: COCCOC1=C(C=C2C(=C1)C(=NC=N2)NC3=CC=CC(=C3)C#C)OCCOC. Cell line: UACC62. Synergy scores: CSS=50.1, Synergy_ZIP=4.07, Synergy_Bliss=4.21, Synergy_Loewe=8.07, Synergy_HSA=10.6. (6) Drug 1: CS(=O)(=O)CCNCC1=CC=C(O1)C2=CC3=C(C=C2)N=CN=C3NC4=CC(=C(C=C4)OCC5=CC(=CC=C5)F)Cl. Drug 2: C1=NNC2=C1C(=O)NC=N2. Cell line: T-47D. Synergy scores: CSS=16.1, Synergy_ZIP=-4.16, Synergy_Bliss=0.155, Synergy_Loewe=-7.17, Synergy_HSA=-2.05. (7) Drug 1: CC1=CC2C(CCC3(C2CCC3(C(=O)C)OC(=O)C)C)C4(C1=CC(=O)CC4)C. Drug 2: N.N.Cl[Pt+2]Cl. Cell line: SF-268. Synergy scores: CSS=-10.2, Synergy_ZIP=4.93, Synergy_Bliss=1.28, Synergy_Loewe=-6.42, Synergy_HSA=-5.01. (8) Drug 1: CC1=C2C(C(=O)C3(C(CC4C(C3C(C(C2(C)C)(CC1OC(=O)C(C(C5=CC=CC=C5)NC(=O)C6=CC=CC=C6)O)O)OC(=O)C7=CC=CC=C7)(CO4)OC(=O)C)O)C)OC(=O)C. Drug 2: COCCOC1=C(C=C2C(=C1)C(=NC=N2)NC3=CC=CC(=C3)C#C)OCCOC. Cell line: SW-620. Synergy scores: CSS=40.0, Synergy_ZIP=4.51, Synergy_Bliss=0.768, Synergy_Loewe=-3.13, Synergy_HSA=0.995.